Task: Regression. Given two drug SMILES strings and cell line genomic features, predict the synergy score measuring deviation from expected non-interaction effect.. Dataset: NCI-60 drug combinations with 297,098 pairs across 59 cell lines (1) Drug 1: C1C(C(OC1N2C=C(C(=O)NC2=O)F)CO)O. Drug 2: CS(=O)(=O)OCCCCOS(=O)(=O)C. Cell line: UO-31. Synergy scores: CSS=27.5, Synergy_ZIP=-9.76, Synergy_Bliss=-1.05, Synergy_Loewe=-30.1, Synergy_HSA=-0.688. (2) Drug 1: CNC(=O)C1=CC=CC=C1SC2=CC3=C(C=C2)C(=NN3)C=CC4=CC=CC=N4. Drug 2: CC12CCC3C(C1CCC2OP(=O)(O)O)CCC4=C3C=CC(=C4)OC(=O)N(CCCl)CCCl.[Na+]. Cell line: A549. Synergy scores: CSS=6.50, Synergy_ZIP=-3.67, Synergy_Bliss=-8.22, Synergy_Loewe=-14.8, Synergy_HSA=-8.05.